From a dataset of Forward reaction prediction with 1.9M reactions from USPTO patents (1976-2016). Predict the product of the given reaction. Given the reactants [OH-].[K+].[Cl:3][C:4]1[CH:35]=[CH:34][C:7]([C:8]([NH:10][C:11](C(OCC)=O)([CH2:17][C:18]2[C:27]3[C:22](=[CH:23][CH:24]=[CH:25][CH:26]=3)[NH:21][C:20](=[O:28])[CH:19]=2)[C:12]([O:14]CC)=[O:13])=[O:9])=[CH:6][CH:5]=1, predict the reaction product. The product is: [Cl:3][C:4]1[CH:5]=[CH:6][C:7]([C:8]([NH:10][CH:11]([CH2:17][C:18]2[C:27]3[C:22](=[CH:23][CH:24]=[CH:25][CH:26]=3)[NH:21][C:20](=[O:28])[CH:19]=2)[C:12]([OH:14])=[O:13])=[O:9])=[CH:34][CH:35]=1.